The task is: Predict which catalyst facilitates the given reaction.. This data is from Catalyst prediction with 721,799 reactions and 888 catalyst types from USPTO. (1) Reactant: [Cl:1][C:2]1[N:3]=[C:4](Cl)[C:5]2[S:10][CH:9]=[C:8]([CH3:11])[C:6]=2[N:7]=1.[C:13]([NH2:17])([CH3:16])([CH3:15])[CH3:14].O. Product: [C:13]([NH:17][C:4]1[C:5]2[S:10][CH:9]=[C:8]([CH3:11])[C:6]=2[N:7]=[C:2]([Cl:1])[N:3]=1)([CH3:16])([CH3:15])[CH3:14]. The catalyst class is: 3. (2) Reactant: Cl.[CH3:2][O:3][C:4](=[O:46])[NH:5][C@H:6]([C:10]([N:12]1[CH2:16][CH2:15][CH2:14][C@H:13]1[C:17]1[NH:18][CH:19]=[C:20]([C:22]2[CH:27]=[CH:26][C:25]([C:28]3[C:29]4[S:35][CH:34]=[C:33]([C:36]5[NH:37][C:38]([C@@H:41]6[CH2:45][CH2:44][CH2:43][NH:42]6)=[N:39][CH:40]=5)[C:30]=4[S:31][CH:32]=3)=[CH:24][CH:23]=2)[N:21]=1)=[O:11])[CH:7]([CH3:9])[CH3:8].[C:47]([O:51][C:52]([NH:54][C@H:55]([C:66]1[CH:71]=[CH:70][CH:69]=[CH:68][CH:67]=1)[C:56](N1CCC[C@H]1C(O)=O)=[O:57])=[O:53])(C)(C)C.CN(C(ON1N=NC2C=CC=NC1=2)=[N+](C)C)C.F[P-](F)(F)(F)(F)F.CCN(CC)CC. Product: [CH3:2][O:3][C:4](=[O:46])[NH:5][C@H:6]([C:10]([N:12]1[CH2:16][CH2:15][CH2:14][C@H:13]1[C:17]1[NH:18][CH:19]=[C:20]([C:22]2[CH:27]=[CH:26][C:25]([C:28]3[C:29]4[S:35][CH:34]=[C:33]([C:36]5[NH:37][C:38]([C@@H:41]6[CH2:45][CH2:44][CH2:43][N:42]6[C:56](=[O:57])[C@H:55]([NH:54][C:52]([O:51][CH3:47])=[O:53])[C:66]6[CH:71]=[CH:70][CH:69]=[CH:68][CH:67]=6)=[N:39][CH:40]=5)[C:30]=4[S:31][CH:32]=3)=[CH:24][CH:23]=2)[N:21]=1)=[O:11])[CH:7]([CH3:9])[CH3:8]. The catalyst class is: 9. (3) Reactant: [F:1][C:2]([F:51])([F:50])[C:3]1[CH:4]=[C:5]([C@H:13]2[O:17][C:16](=[O:18])[N:15]([CH2:19][C:20]3[CH:25]=[C:24]([C:26]([F:29])([F:28])[F:27])[CH:23]=[CH:22][C:21]=3[C:30]3[CH:31]=[C:32]([C:38]4[CH:43]=[CH:42][C:41]([C:44]([O:46]C)=[O:45])=[CH:40][C:39]=4[CH3:48])[CH:33]=[CH:34][C:35]=3[O:36][CH3:37])[C@H:14]2[CH3:49])[CH:6]=[C:7]([C:9]([F:12])([F:11])[F:10])[CH:8]=1.[OH-].[K+].C(O)C. Product: [F:12][C:9]([F:10])([F:11])[C:7]1[CH:6]=[C:5]([C@H:13]2[O:17][C:16](=[O:18])[N:15]([CH2:19][C:20]3[CH:25]=[C:24]([C:26]([F:29])([F:28])[F:27])[CH:23]=[CH:22][C:21]=3[C:30]3[CH:31]=[C:32]([C:38]4[CH:43]=[CH:42][C:41]([C:44]([OH:46])=[O:45])=[CH:40][C:39]=4[CH3:48])[CH:33]=[CH:34][C:35]=3[O:36][CH3:37])[C@H:14]2[CH3:49])[CH:4]=[C:3]([C:2]([F:1])([F:51])[F:50])[CH:8]=1. The catalyst class is: 15. (4) The catalyst class is: 747. Product: [CH2:23]([NH:22][C:19]1[N:20]=[CH:21][C:10]2[C:9](=[O:25])[N:8]([C:6]3[CH:7]=[C:2]([C:31]4[O:32][CH:33]=[CH:34][CH:35]=4)[CH:3]=[N:4][CH:5]=3)[CH2:17][C@H:16]3[N:12]([CH2:13][CH2:14][CH2:15]3)[C:11]=2[N:18]=1)[CH3:24]. Reactant: Br[C:2]1[CH:3]=[N:4][CH:5]=[C:6]([N:8]2[CH2:17][C@H:16]3[N:12]([CH2:13][CH2:14][CH2:15]3)[C:11]3[N:18]=[C:19]([NH:22][CH2:23][CH3:24])[N:20]=[CH:21][C:10]=3[C:9]2=[O:25])[CH:7]=1.C([Sn](CCCC)(CCCC)[C:31]1[O:32][CH:33]=[CH:34][CH:35]=1)CCC.[F-].[NH4+]. (5) Reactant: C([O-])([O-])=O.[K+].[K+].F[C:8]1[C:15]([CH3:16])=[CH:14][CH:13]=[CH:12][C:9]=1[C:10]#[N:11].[NH:17]1[CH:21]=[CH:20][N:19]=[N:18]1. Product: [CH3:16][C:15]1[C:8]([N:18]2[N:19]=[CH:20][CH:21]=[N:17]2)=[C:9]([CH:12]=[CH:13][CH:14]=1)[C:10]#[N:11]. The catalyst class is: 3.